From a dataset of Reaction yield outcomes from USPTO patents with 853,638 reactions. Predict the reaction yield, written as a fraction of the theoretical maximum amount of product (1.0 means a 100% yield; for example, 0.34 means a 34% yield). The reactants are [CH3:1][C:2]1([CH3:18])[NH:7][C:6]2[CH:8]=[C:9]([C:11]3[CH:12]=[N:13][NH:14][C:15]=3[CH3:16])[S:10][C:5]=2[C:4](=[O:17])[NH:3]1.[Br:19]Br.C([O-])(O)=O.[Na+]. The catalyst is C(O)(=O)C. The product is [Br:19][C:8]1[C:6]2[NH:7][C:2]([CH3:18])([CH3:1])[NH:3][C:4](=[O:17])[C:5]=2[S:10][C:9]=1[C:11]1[CH:12]=[N:13][NH:14][C:15]=1[CH3:16]. The yield is 0.630.